From a dataset of Forward reaction prediction with 1.9M reactions from USPTO patents (1976-2016). Predict the product of the given reaction. (1) Given the reactants [F:1][C:2]1[CH:3]=[C:4]([N+:13]([O-])=O)[C:5]([CH3:12])=[C:6]([CH:11]=1)[C:7]([O:9][CH3:10])=[O:8], predict the reaction product. The product is: [NH2:13][C:4]1[C:5]([CH3:12])=[C:6]([CH:11]=[C:2]([F:1])[CH:3]=1)[C:7]([O:9][CH3:10])=[O:8]. (2) Given the reactants S(Cl)([Cl:3])=O.[C:5]([N:9]1[C:21]([CH2:22]O)=[C:20]2[C:11]([C:12](=[O:24])[NH:13][C:14]3[CH:15]=[CH:16][CH:17]=[CH:18][C:19]=32)=[N:10]1)([CH3:8])([CH3:7])[CH3:6], predict the reaction product. The product is: [ClH:3].[C:5]([N:9]1[C:21]([CH2:22][Cl:3])=[C:20]2[C:11]([C:12](=[O:24])[NH:13][C:14]3[CH:15]=[CH:16][CH:17]=[CH:18][C:19]=32)=[N:10]1)([CH3:8])([CH3:7])[CH3:6]. (3) Given the reactants [CH3:1][C:2]1[C:3]([N:8](COCCOC)[S:9]([C:12]2[S:13][C:14]([CH3:43])=[CH:15][C:16]=2[C:17]2[CH:22]=[CH:21][C:20]([CH2:23][N:24]3[C:32]4[CH:31]=[C:30]([CH3:33])[N:29]=[C:28]([CH3:34])[C:27]=4[C:26]([C:35]4[CH:40]=[CH:39][C:38]([Cl:41])=[CH:37][CH:36]=4)=[N:25]3)=[CH:19][C:18]=2[CH3:42])(=[O:11])=[O:10])=[N:4][O:5][C:6]=1[CH3:7].Cl, predict the reaction product. The product is: [CH3:1][C:2]1[C:3]([NH:8][S:9]([C:12]2[S:13][C:14]([CH3:43])=[CH:15][C:16]=2[C:17]2[CH:22]=[CH:21][C:20]([CH2:23][N:24]3[C:32]4[CH:31]=[C:30]([CH3:33])[N:29]=[C:28]([CH3:34])[C:27]=4[C:26]([C:35]4[CH:36]=[CH:37][C:38]([Cl:41])=[CH:39][CH:40]=4)=[N:25]3)=[CH:19][C:18]=2[CH3:42])(=[O:11])=[O:10])=[N:4][O:5][C:6]=1[CH3:7]. (4) Given the reactants [CH3:1][CH:2]([OH:4])[CH3:3].CC(C)([O-])C.[K+].[Br:11][C:12]1[CH:17]=[CH:16][C:15](F)=[C:14]([C:19]([F:22])([F:21])[F:20])[CH:13]=1, predict the reaction product. The product is: [Br:11][C:12]1[CH:17]=[CH:16][C:15]([O:4][CH:2]([CH3:3])[CH3:1])=[C:14]([C:19]([F:22])([F:21])[F:20])[CH:13]=1. (5) Given the reactants C(OC(=O)[NH:7][CH:8]1[CH2:17][CH2:16][C:15]2[C:10](=[CH:11][C:12]([O:18][CH:19]([F:21])[F:20])=[CH:13][CH:14]=2)[CH:9]1[CH2:22][C:23]1[CH:28]=[CH:27][C:26]([Cl:29])=[CH:25][CH:24]=1)(C)(C)C.Cl, predict the reaction product. The product is: [ClH:29].[Cl:29][C:26]1[CH:27]=[CH:28][C:23]([CH2:22][CH:9]2[C:10]3[C:15](=[CH:14][CH:13]=[C:12]([O:18][CH:19]([F:21])[F:20])[CH:11]=3)[CH2:16][CH2:17][CH:8]2[NH2:7])=[CH:24][CH:25]=1.